This data is from Merck oncology drug combination screen with 23,052 pairs across 39 cell lines. The task is: Regression. Given two drug SMILES strings and cell line genomic features, predict the synergy score measuring deviation from expected non-interaction effect. Synergy scores: synergy=7.27. Cell line: LNCAP. Drug 1: CCC1=CC2CN(C1)Cc1c([nH]c3ccccc13)C(C(=O)OC)(c1cc3c(cc1OC)N(C)C1C(O)(C(=O)OC)C(OC(C)=O)C4(CC)C=CCN5CCC31C54)C2. Drug 2: Cn1cc(-c2cnn3c(N)c(Br)c(C4CCCNC4)nc23)cn1.